This data is from Forward reaction prediction with 1.9M reactions from USPTO patents (1976-2016). The task is: Predict the product of the given reaction. (1) Given the reactants [CH3:1][O:2][C:3](=[O:11])[CH2:4][N:5]1[N:9]=[N:8][C:7]([NH2:10])=[N:6]1.[CH:12]1[C:25]2[CH:24]([C:26](Cl)=[O:27])[C:23]3[C:18](=[CH:19][CH:20]=[CH:21][CH:22]=3)[O:17][C:16]=2[CH:15]=[CH:14][CH:13]=1, predict the reaction product. The product is: [CH3:1][O:2][C:3](=[O:11])[CH2:4][N:5]1[N:9]=[N:8][C:7]([NH:10][C:26]([CH:24]2[C:25]3[CH:12]=[CH:13][CH:14]=[CH:15][C:16]=3[O:17][C:18]3[C:23]2=[CH:22][CH:21]=[CH:20][CH:19]=3)=[O:27])=[N:6]1. (2) Given the reactants [Cl:1][C:2]1[CH:7]=[CH:6][C:5]([B:8]([OH:10])[OH:9])=[C:4]([CH3:11])[CH:3]=1.O[C:13]([C:16](O)([CH3:18])[CH3:17])([CH3:15])[CH3:14].[O-]S([O-])(=O)=O.[Mg+2], predict the reaction product. The product is: [Cl:1][C:2]1[CH:7]=[CH:6][C:5]([B:8]2[O:10][C:16]([CH3:18])([CH3:17])[C:13]([CH3:15])([CH3:14])[O:9]2)=[C:4]([CH3:11])[CH:3]=1.